Dataset: Forward reaction prediction with 1.9M reactions from USPTO patents (1976-2016). Task: Predict the product of the given reaction. (1) Given the reactants [Cl:1][C:2]1[CH:7]=[CH:6][C:5]([CH:8]([C:19]2[C:27]3[C:22](=[C:23]([CH2:29][S:30][CH3:31])[C:24]([F:28])=[CH:25][CH:26]=3)[NH:21][CH:20]=2)[CH:9]2C(=O)O[C:12](C)([CH3:16])[O:11][C:10]2=[O:18])=[CH:4][CH:3]=1, predict the reaction product. The product is: [Cl:1][C:2]1[CH:3]=[CH:4][C:5]([CH:8]([C:19]2[C:27]3[C:22](=[C:23]([CH2:29][S:30][CH3:31])[C:24]([F:28])=[CH:25][CH:26]=3)[NH:21][CH:20]=2)[CH2:9][C:10]([O:11][CH2:12][CH3:16])=[O:18])=[CH:6][CH:7]=1. (2) The product is: [F:1][C:2]1[CH:3]=[C:4]([C:8]2[N:9]=[CH:10][C:11]([C:14]([NH:50][C@H:51]3[C@@H:55]([OH:56])[CH2:54][N:53]([C:57]([O:59][C:60]([CH3:63])([CH3:62])[CH3:61])=[O:58])[CH2:52]3)=[O:16])=[CH:12][N:13]=2)[CH:5]=[CH:6][CH:7]=1. Given the reactants [F:1][C:2]1[CH:3]=[C:4]([C:8]2[N:13]=[CH:12][C:11]([C:14]([OH:16])=O)=[CH:10][N:9]=2)[CH:5]=[CH:6][CH:7]=1.CN(C(ON1N=NC2C=CC=NC1=2)=[N+](C)C)C.F[P-](F)(F)(F)(F)F.CCN(C(C)C)C(C)C.[NH2:50][C@H:51]1[C@@H:55]([OH:56])[CH2:54][N:53]([C:57]([O:59][C:60]([CH3:63])([CH3:62])[CH3:61])=[O:58])[CH2:52]1, predict the reaction product. (3) Given the reactants [CH:1]1[C:6]2=[C:7]3[C:15](=[CH:16][CH:17]=[C:5]2[CH:4]=[CH:3][CH:2]=1)[NH:14][C:13]1[C:8]3=[CH:9][CH:10]=[C:11]2[CH:21]=[CH:20][CH:19]=[CH:18][C:12]2=1.[Br:22]Br.O, predict the reaction product. The product is: [Br:22][C:10]1[CH:9]=[C:8]2[C:13]([NH:14][C:15]3[C:7]2=[C:6]2[CH:1]=[CH:2][CH:3]=[CH:4][C:5]2=[CH:17][CH:16]=3)=[C:12]2[CH:18]=[CH:19][CH:20]=[CH:21][C:11]=12.